This data is from Catalyst prediction with 721,799 reactions and 888 catalyst types from USPTO. The task is: Predict which catalyst facilitates the given reaction. Reactant: C([O:8][C:9]1[C:10]([CH3:24])=[C:11]([CH3:23])[C:12]([N:16]2[CH2:21][CH2:20][N:19]([CH3:22])[CH2:18][CH2:17]2)=[N:13][C:14]=1[CH3:15])C1C=CC=CC=1. Product: [CH3:15][C:14]1[C:9]([OH:8])=[C:10]([CH3:24])[C:11]([CH3:23])=[C:12]([N:16]2[CH2:21][CH2:20][N:19]([CH3:22])[CH2:18][CH2:17]2)[N:13]=1. The catalyst class is: 43.